From a dataset of Full USPTO retrosynthesis dataset with 1.9M reactions from patents (1976-2016). Predict the reactants needed to synthesize the given product. (1) Given the product [CH3:2][O:3][C:4]1[CH:5]=[C:6]([C:12]2[C:13]([CH2:25][CH3:26])([CH3:24])[C:14](=[O:23])[N:15]([CH:17]3[CH2:22][CH2:21][N:20]([S:34]([C:30]4[CH:31]=[CH:32][CH:33]=[C:28]([CH3:27])[CH:29]=4)(=[O:36])=[O:35])[CH2:19][CH2:18]3)[N:16]=2)[CH:7]=[CH:8][C:9]=1[O:10][CH3:11], predict the reactants needed to synthesize it. The reactants are: Cl.[CH3:2][O:3][C:4]1[CH:5]=[C:6]([C:12]2[C:13]([CH2:25][CH3:26])([CH3:24])[C:14](=[O:23])[N:15]([CH:17]3[CH2:22][CH2:21][NH:20][CH2:19][CH2:18]3)[N:16]=2)[CH:7]=[CH:8][C:9]=1[O:10][CH3:11].[CH3:27][C:28]1[CH:29]=[C:30]([S:34](Cl)(=[O:36])=[O:35])[CH:31]=[CH:32][CH:33]=1. (2) Given the product [CH3:1][O:2][C:3](=[O:23])[C@@H:4]([NH:15][C:16]([O:18][C:19]([CH3:22])([CH3:21])[CH3:20])=[O:17])[C@H:5]([C:7]1[CH:12]=[CH:11][C:10]([O:13][CH2:40][CH2:39][C@H:38]([CH:35]2[CH2:36][CH2:37][N:32]([C:30]3[O:29][N:28]=[C:27]([CH:24]([CH3:25])[CH3:26])[N:31]=3)[CH2:33][CH2:34]2)[CH3:42])=[CH:9][C:8]=1[F:14])[CH3:6], predict the reactants needed to synthesize it. The reactants are: [CH3:1][O:2][C:3](=[O:23])[C@@H:4]([NH:15][C:16]([O:18][C:19]([CH3:22])([CH3:21])[CH3:20])=[O:17])[C@H:5]([C:7]1[CH:12]=[CH:11][C:10]([OH:13])=[CH:9][C:8]=1[F:14])[CH3:6].[CH:24]([C:27]1[N:31]=[C:30]([N:32]2[CH2:37][CH2:36][CH:35]([C@H:38]([CH3:42])[CH2:39][CH2:40]O)[CH2:34][CH2:33]2)[O:29][N:28]=1)([CH3:26])[CH3:25]. (3) Given the product [NH:18]1[C:26]2[C:21](=[CH:22][CH:23]=[C:24]([C:27]([NH:1][C:2]3[CH:3]=[C:4]4[C:8](=[CH:9][CH:10]=3)[N:7]([C:11]3[CH:16]=[CH:15][C:14]([NH:17][C:27]([C:24]5[CH:25]=[C:26]6[C:21]([CH:20]=[CH:19][NH:18]6)=[CH:22][CH:23]=5)=[O:29])=[CH:13][CH:12]=3)[N:6]=[CH:5]4)=[O:29])[CH:25]=2)[CH:20]=[CH:19]1, predict the reactants needed to synthesize it. The reactants are: [NH2:1][C:2]1[CH:3]=[C:4]2[C:8](=[CH:9][CH:10]=1)[N:7]([C:11]1[CH:16]=[CH:15][C:14]([NH2:17])=[CH:13][CH:12]=1)[N:6]=[CH:5]2.[NH:18]1[C:26]2[C:21](=[CH:22][CH:23]=[C:24]([C:27]([OH:29])=O)[CH:25]=2)[CH:20]=[CH:19]1. (4) Given the product [F:1][C:2]([F:7])([F:6])[C:3]([OH:5])=[O:4].[F:8][C:9]([F:14])([F:13])[C:10]([OH:12])=[O:11].[Cl:22][C:23]1[CH:24]=[N:25][C:26]2[NH:27][C:28]3[CH:29]=[N:30][CH:31]=[C:32]([CH:53]=3)[CH2:33][CH2:34][C:35]3[CH:43]=[C:39]([NH:40][C:41]=1[N:42]=2)[CH:38]=[CH:37][C:36]=3[O:44][CH2:45][CH2:46][CH:47]1[CH2:48][CH2:49][N:50]([C:62]([NH:61][C:56]2[CH:57]=[CH:58][CH:59]=[CH:60][C:55]=2[F:54])=[O:63])[CH2:51][CH2:52]1, predict the reactants needed to synthesize it. The reactants are: [F:1][C:2]([F:7])([F:6])[C:3]([OH:5])=[O:4].[F:8][C:9]([F:14])([F:13])[C:10]([OH:12])=[O:11].FC(F)(F)C(O)=O.[Cl:22][C:23]1[CH:24]=[N:25][C:26]2[NH:27][C:28]3[CH:29]=[N:30][CH:31]=[C:32]([CH:53]=3)[CH2:33][CH2:34][C:35]3[CH:43]=[C:39]([NH:40][C:41]=1[N:42]=2)[CH:38]=[CH:37][C:36]=3[O:44][CH2:45][CH2:46][CH:47]1[CH2:52][CH2:51][NH:50][CH2:49][CH2:48]1.[F:54][C:55]1[CH:60]=[CH:59][CH:58]=[CH:57][C:56]=1[N:61]=[C:62]=[O:63]. (5) Given the product [Cl:15][C:13]1[CH:12]=[CH:11][C:7]([C:8]([OH:10])=[O:9])=[C:6]([NH:4][CH:1]([CH3:3])[CH3:2])[N:14]=1, predict the reactants needed to synthesize it. The reactants are: [CH:1]([NH2:4])([CH3:3])[CH3:2].Cl[C:6]1[N:14]=[C:13]([Cl:15])[CH:12]=[CH:11][C:7]=1[C:8]([OH:10])=[O:9].CN1C(=O)CCC1.Cl. (6) Given the product [CH3:16][O:15][C:9]1[CH:10]=[CH:11][C:12]2[CH2:13][CH2:14][C:5]3[C:3]([OH:2])=[N:23][CH:22]=[N:24][C:6]=3[C:7]=2[CH:8]=1, predict the reactants needed to synthesize it. The reactants are: C[O:2][C:3]([CH:5]1[CH2:14][CH2:13][C:12]2[C:7](=[CH:8][C:9]([O:15][CH3:16])=[CH:10][CH:11]=2)[C:6]1=O)=O.C(O)(=O)C.[CH:22]([NH2:24])=[NH:23].O. (7) Given the product [C:49]([O:39][CH2:38][C:37]([N:34]1[CH2:33][CH2:32][N:31]([CH2:30][C:27]2[CH:26]=[N:25][C:24]([C:22]3[S:23][C:16]4[C:17](=[N:18][CH:19]=[CH:20][C:15]=4[O:14][C:11]4[CH:12]=[CH:13][C:8]([NH:7][C:5]([NH:4][CH:1]5[CH2:2][CH2:3]5)=[O:6])=[CH:9][C:10]=4[F:41])[CH:21]=3)=[CH:29][CH:28]=2)[CH2:36][CH2:35]1)=[O:40])(=[O:53])[CH2:50][CH2:51][CH3:52], predict the reactants needed to synthesize it. The reactants are: [CH:1]1([NH:4][C:5]([NH:7][C:8]2[CH:13]=[CH:12][C:11]([O:14][C:15]3[CH:20]=[CH:19][N:18]=[C:17]4[CH:21]=[C:22]([C:24]5[CH:29]=[CH:28][C:27]([CH2:30][N:31]6[CH2:36][CH2:35][N:34]([C:37](=[O:40])[CH2:38][OH:39])[CH2:33][CH2:32]6)=[CH:26][N:25]=5)[S:23][C:16]=34)=[C:10]([F:41])[CH:9]=2)=[O:6])[CH2:3][CH2:2]1.CCN(CC)CC.[C:49](Cl)(=[O:53])[CH2:50][CH2:51][CH3:52].